This data is from Reaction yield outcomes from USPTO patents with 853,638 reactions. The task is: Predict the reaction yield, written as a fraction of the theoretical maximum amount of product (1.0 means a 100% yield; for example, 0.34 means a 34% yield). (1) The reactants are Br[C:2]1[CH:17]=[CH:16][C:5]([O:6][CH2:7][CH2:8][N:9]2[CH2:14][CH2:13][N:12]([CH3:15])[CH2:11][CH2:10]2)=[CH:4][C:3]=1[F:18].[B:19]1([B:19]2[O:23][C:22]([CH3:25])([CH3:24])[C:21]([CH3:27])([CH3:26])[O:20]2)[O:23][C:22]([CH3:25])([CH3:24])[C:21]([CH3:27])([CH3:26])[O:20]1.C([O-])(=O)C.[K+].N#N. The catalyst is C1C=CC(P(C2C=CC=CC=2)[C-]2C=CC=C2)=CC=1.C1C=CC(P(C2C=CC=CC=2)[C-]2C=CC=C2)=CC=1.Cl[Pd]Cl.[Fe+2].C(Cl)Cl.COCCOC. The product is [F:18][C:3]1[CH:4]=[C:5]([CH:16]=[CH:17][C:2]=1[B:19]1[O:23][C:22]([CH3:25])([CH3:24])[C:21]([CH3:27])([CH3:26])[O:20]1)[O:6][CH2:7][CH2:8][N:9]1[CH2:14][CH2:13][N:12]([CH3:15])[CH2:11][CH2:10]1. The yield is 0.720. (2) The reactants are [Br:1][C:2]1[C:3](Cl)=[N:4][CH:5]=[C:6]([N+:8]([O-:10])=[O:9])[CH:7]=1.[F:12][C:13]1[CH:19]=[C:18]([F:20])[CH:17]=[CH:16][C:14]=1[NH2:15]. The catalyst is CS(C)=O. The product is [Br:1][C:2]1[C:3]([NH:15][C:14]2[CH:16]=[CH:17][C:18]([F:20])=[CH:19][C:13]=2[F:12])=[N:4][CH:5]=[C:6]([N+:8]([O-:10])=[O:9])[CH:7]=1. The yield is 0.530. (3) The reactants are [Br:1][C:2]1[CH:3]=[CH:4][C:5](F)=[C:6]([CH:11]=1)[C:7](=S)[NH:8][CH3:9].[NH2:13][NH2:14]. The catalyst is CS(C)=O.C(OCC)(=O)C.[Cl-].[Na+].O. The product is [Br:1][C:2]1[CH:11]=[C:6]2[C:5](=[CH:4][CH:3]=1)[NH:14][N:13]=[C:7]2[NH:8][CH3:9]. The yield is 0.230. (4) The reactants are Br[C:2]1[CH:7]=[CH:6][C:5]([NH:8][C:9]#[N:10])=[C:4]([CH3:11])[CH:3]=1.[CH3:12][N:13]1[C:17]([C:18]#[N:19])=[CH:16][CH:15]=[C:14]1B(O)O.[F-].[K+].C(P(C(C)(C)C)C(C)(C)C)(C)(C)C. The catalyst is CCCCCC.C(OC(=O)C)C.C1C=CC(/C=C/C(/C=C/C2C=CC=CC=2)=O)=CC=1.C1C=CC(/C=C/C(/C=C/C2C=CC=CC=2)=O)=CC=1.C1C=CC(/C=C/C(/C=C/C2C=CC=CC=2)=O)=CC=1.[Pd].[Pd].C1COCC1. The product is [C:18]([C:17]1[N:13]([CH3:12])[C:14]([C:2]2[CH:7]=[CH:6][C:5]([NH:8][C:9]#[N:10])=[C:4]([CH3:11])[CH:3]=2)=[CH:15][CH:16]=1)#[N:19]. The yield is 0.0700.